This data is from HIV replication inhibition screening data with 41,000+ compounds from the AIDS Antiviral Screen. The task is: Binary Classification. Given a drug SMILES string, predict its activity (active/inactive) in a high-throughput screening assay against a specified biological target. (1) The molecule is CC(C)CC1NC(=O)CCC(NC(=O)C(Cc2ccc(O)cc2)NC(=O)OCc2ccccc2)C(=O)NC(Cc2ccccc2)C(=O)NC(Cc2ccccc2)NC1=O. The result is 0 (inactive). (2) The compound is CS(=O)(=O)c1nc(O)c2nc[nH]c2n1. The result is 0 (inactive).